Dataset: Peptide-MHC class I binding affinity with 185,985 pairs from IEDB/IMGT. Task: Regression. Given a peptide amino acid sequence and an MHC pseudo amino acid sequence, predict their binding affinity value. This is MHC class I binding data. (1) The peptide sequence is FLFMDRDAL. The MHC is HLA-C12:03 with pseudo-sequence HLA-C12:03. The binding affinity (normalized) is 0.522. (2) The binding affinity (normalized) is 0.733. The peptide sequence is KMFCQLAKT. The MHC is HLA-A02:03 with pseudo-sequence HLA-A02:03. (3) The peptide sequence is IYTVIYYIF. The MHC is HLA-A01:01 with pseudo-sequence HLA-A01:01. The binding affinity (normalized) is 0.0847. (4) The peptide sequence is RRFGGTVIR. The MHC is HLA-B27:05 with pseudo-sequence HLA-B27:05. The binding affinity (normalized) is 0.787. (5) The peptide sequence is RRWIAPHPL. The MHC is HLA-A68:02 with pseudo-sequence HLA-A68:02. The binding affinity (normalized) is 0.0847. (6) The peptide sequence is RPVSPGKDI. The MHC is HLA-A01:01 with pseudo-sequence HLA-A01:01. The binding affinity (normalized) is 0.0847.